Dataset: Reaction yield outcomes from USPTO patents with 853,638 reactions. Task: Predict the reaction yield, written as a fraction of the theoretical maximum amount of product (1.0 means a 100% yield; for example, 0.34 means a 34% yield). The reactants are [Cl:1][C:2]1[CH:10]=[C:6]([C:7]([OH:9])=O)[C:5]([OH:11])=[CH:4][CH:3]=1.[NH2:12][C:13]1[S:14][CH:15]=[C:16]([C:18]2[CH:23]=[CH:22][C:21]([Cl:24])=[CH:20][C:19]=2[Cl:25])[N:17]=1. No catalyst specified. The product is [Cl:1][C:2]1[CH:3]=[CH:4][C:5]([OH:11])=[C:6]([CH:10]=1)[C:7]([NH:12][C:13]1[S:14][CH:15]=[C:16]([C:18]2[CH:23]=[CH:22][C:21]([Cl:24])=[CH:20][C:19]=2[Cl:25])[N:17]=1)=[O:9]. The yield is 0.0800.